Dataset: Retrosynthesis with 50K atom-mapped reactions and 10 reaction types from USPTO. Task: Predict the reactants needed to synthesize the given product. (1) Given the product CCOC(=O)CCN(C(=O)c1ccc2c(c1)nc(CNc1ccc(C#N)cn1)n2C)c1ccccn1, predict the reactants needed to synthesize it. The reactants are: CCOC(=O)CCN(C(=O)c1ccc2c(c1)nc(CN)n2C)c1ccccn1.N#Cc1ccc(Cl)nc1. (2) Given the product NCc1ccc2c(c1)CN(C1CCC(=O)NC1=O)C2=O, predict the reactants needed to synthesize it. The reactants are: N#Cc1ccc2c(c1)CN(C1CCC(=O)NC1=O)C2=O.